Regression. Given two drug SMILES strings and cell line genomic features, predict the synergy score measuring deviation from expected non-interaction effect. From a dataset of NCI-60 drug combinations with 297,098 pairs across 59 cell lines. Drug 1: C1=CC(=CC=C1CCCC(=O)O)N(CCCl)CCCl. Synergy scores: CSS=13.9, Synergy_ZIP=-12.8, Synergy_Bliss=-9.52, Synergy_Loewe=-8.29, Synergy_HSA=-8.24. Drug 2: CCCCC(=O)OCC(=O)C1(CC(C2=C(C1)C(=C3C(=C2O)C(=O)C4=C(C3=O)C=CC=C4OC)O)OC5CC(C(C(O5)C)O)NC(=O)C(F)(F)F)O. Cell line: SF-539.